Dataset: Catalyst prediction with 721,799 reactions and 888 catalyst types from USPTO. Task: Predict which catalyst facilitates the given reaction. (1) Reactant: [O:1]1[CH:5]2[O:6][CH2:7][CH2:8][CH:4]2[CH:3]([O:9][C:10](=[O:44])[NH:11][CH:12]([CH2:37][C:38]2[CH:43]=[CH:42][CH:41]=[CH:40][CH:39]=2)[CH:13]([OH:36])[CH2:14][N:15]([CH2:32][CH:33]([CH3:35])[CH3:34])[S:16]([C:19]2[CH:31]=[CH:30][C:22]3[N:23]=[C:24](S(C)(=O)=O)[S:25][C:21]=3[CH:20]=2)(=[O:18])=[O:17])[CH2:2]1.[Cl-].[CH:46]1([N:51]2[CH2:56][CH2:55][CH:54]([NH3+:57])[CH2:53][CH2:52]2)[CH2:50][CH2:49][CH2:48][CH2:47]1.C(N(CC)CC)C.C([O-])([O-])=O.[Na+].[Na+]. Product: [NH3:11].[O:1]1[CH:5]2[O:6][CH2:7][CH2:8][CH:4]2[CH:3]([O:9][C:10](=[O:44])[NH:11][CH:12]([CH2:37][C:38]2[CH:39]=[CH:40][CH:41]=[CH:42][CH:43]=2)[CH:13]([OH:36])[CH2:14][N:15]([S:16]([C:19]2[CH:31]=[CH:30][C:22]3[N:23]=[C:24]([NH:57][CH:54]4[CH2:55][CH2:56][N:51]([CH:46]5[CH2:50][CH2:49][CH2:48][CH2:47]5)[CH2:52][CH2:53]4)[S:25][C:21]=3[CH:20]=2)(=[O:18])=[O:17])[CH2:32][CH:33]([CH3:34])[CH3:35])[CH2:2]1. The catalyst class is: 670. (2) Reactant: C([Li])(CC)C.[C:6]([O:10][C:11]([N:13]1[CH2:18][CH2:17][CH2:16][CH2:15][CH:14]1[CH2:19][CH3:20])=[O:12])([CH3:9])([CH3:8])[CH3:7].[CH2:21]([N:28]([CH2:39][C:40]1[CH:45]=[CH:44][CH:43]=[CH:42][CH:41]=1)[C@@H:29]([CH2:32][C:33]1[CH:38]=[CH:37][CH:36]=[CH:35][CH:34]=1)[CH:30]=[O:31])[C:22]1[CH:27]=[CH:26][CH:25]=[CH:24][CH:23]=1. Product: [C:6]([O:10][C:11]([N:13]1[CH:14]([CH2:19][CH3:20])[CH2:15][CH2:16][CH2:17][CH:18]1[CH:30]([OH:31])[C@@H:29]([N:28]([CH2:21][C:22]1[CH:23]=[CH:24][CH:25]=[CH:26][CH:27]=1)[CH2:39][C:40]1[CH:41]=[CH:42][CH:43]=[CH:44][CH:45]=1)[CH2:32][C:33]1[CH:34]=[CH:35][CH:36]=[CH:37][CH:38]=1)=[O:12])([CH3:9])([CH3:8])[CH3:7]. The catalyst class is: 27. (3) Reactant: C[O:2][C:3](=[O:28])[C:4]1[CH:9]=[CH:8][C:7]([NH:10][CH:11]2[CH2:16][CH2:15][CH2:14][CH2:13][CH:12]2[CH2:17][CH3:18])=[C:6]([NH:19][C:20](=O)[CH2:21][C:22]2[S:23][CH:24]=[CH:25][CH:26]=2)[CH:5]=1.Cl.O. Product: [CH2:17]([CH:12]1[CH2:13][CH2:14][CH2:15][CH2:16][CH:11]1[N:10]1[C:7]2[CH:8]=[CH:9][C:4]([C:3]([OH:2])=[O:28])=[CH:5][C:6]=2[N:19]=[C:20]1[CH2:21][C:22]1[S:23][CH:24]=[CH:25][CH:26]=1)[CH3:18]. The catalyst class is: 12. (4) Reactant: Br[CH2:2][CH:3](Br)[C:4](=O)[CH2:5][CH2:6][CH2:7][Cl:8].O.[NH2:12][NH2:13]. Product: [Cl:8][CH2:7][CH2:6][CH2:5][C:4]1[CH:3]=[CH:2][NH:13][N:12]=1. The catalyst class is: 32.